The task is: Regression. Given two drug SMILES strings and cell line genomic features, predict the synergy score measuring deviation from expected non-interaction effect.. This data is from NCI-60 drug combinations with 297,098 pairs across 59 cell lines. (1) Drug 2: CNC(=O)C1=NC=CC(=C1)OC2=CC=C(C=C2)NC(=O)NC3=CC(=C(C=C3)Cl)C(F)(F)F. Synergy scores: CSS=39.4, Synergy_ZIP=21.1, Synergy_Bliss=24.1, Synergy_Loewe=13.2, Synergy_HSA=19.0. Cell line: HCC-2998. Drug 1: CC1=C2C(C(=O)C3(C(CC4C(C3C(C(C2(C)C)(CC1OC(=O)C(C(C5=CC=CC=C5)NC(=O)OC(C)(C)C)O)O)OC(=O)C6=CC=CC=C6)(CO4)OC(=O)C)O)C)O. (2) Drug 1: CCN(CC)CCCC(C)NC1=C2C=C(C=CC2=NC3=C1C=CC(=C3)Cl)OC. Cell line: NCI/ADR-RES. Drug 2: C1CN(P(=O)(OC1)NCCCl)CCCl. Synergy scores: CSS=28.5, Synergy_ZIP=-4.69, Synergy_Bliss=6.48, Synergy_Loewe=-6.64, Synergy_HSA=1.02.